This data is from Forward reaction prediction with 1.9M reactions from USPTO patents (1976-2016). The task is: Predict the product of the given reaction. (1) Given the reactants [CH:1]1([O:7][C:8]2[CH:13]=[CH:12][C:11]([CH2:14][C:15](=[O:20])[CH2:16][CH2:17][CH2:18][CH3:19])=[CH:10][CH:9]=2)[CH2:6][CH2:5][CH2:4][CH2:3][CH2:2]1.C(N(CC)CC)C.[CH3:28][O:29][C:30](=[O:37])[C:31](=O)[C:32]([F:35])([F:34])[F:33], predict the reaction product. The product is: [CH3:28][O:29][C:30](=[O:37])[C:31]([C:32]([F:35])([F:34])[F:33])=[C:14]([C:11]1[CH:10]=[CH:9][C:8]([O:7][CH:1]2[CH2:6][CH2:5][CH2:4][CH2:3][CH2:2]2)=[CH:13][CH:12]=1)[C:15](=[O:20])[CH2:16][CH2:17][CH2:18][CH3:19]. (2) Given the reactants [H-].[Na+].C1(C)C=CC=CC=1.[F:10][C:11]([F:23])([F:22])[C:12]1[CH:13]=[C:14]([CH:19]=[CH:20][CH:21]=1)[C:15]([O:17]C)=O.[C:24](#[N:26])[CH3:25], predict the reaction product. The product is: [O:17]=[C:15]([C:14]1[CH:19]=[CH:20][CH:21]=[C:12]([C:11]([F:10])([F:23])[F:22])[CH:13]=1)[CH2:25][C:24]#[N:26]. (3) Given the reactants [Cl-].[C:2]([C:6]1[CH:10]=[C:9]([NH3+:11])[N:8]([C:12]2[CH:17]=[CH:16][C:15]([CH3:18])=[CH:14][CH:13]=2)[N:7]=1)([CH3:5])([CH3:4])[CH3:3].C(OC(C)C)(=O)C.Cl[C:27]([O:29][C:30]1[CH:35]=[CH:34][CH:33]=[CH:32][CH:31]=1)=[O:28].C(=O)([O-])[O-].[K+].[K+], predict the reaction product. The product is: [C:2]([C:6]1[CH:10]=[C:9]([NH:11][C:27](=[O:28])[O:29][C:30]2[CH:35]=[CH:34][CH:33]=[CH:32][CH:31]=2)[N:8]([C:12]2[CH:13]=[CH:14][C:15]([CH3:18])=[CH:16][CH:17]=2)[N:7]=1)([CH3:5])([CH3:4])[CH3:3]. (4) Given the reactants [Cl:1][C:2]1[C:11]([NH:12][NH2:13])=[N:10][C:9]2[C:4](=[CH:5][CH:6]=[C:7]([Cl:14])[CH:8]=2)[N:3]=1.Cl.[N:16]([O-])=O.[Na+], predict the reaction product. The product is: [Cl:1][C:2]1[C:11]2[N:10]([N:16]=[N:13][N:12]=2)[C:9]2[C:4]([N:3]=1)=[CH:5][CH:6]=[C:7]([Cl:14])[CH:8]=2. (5) Given the reactants [Br:1][C:2]1[C:3](Cl)=[N:4][C:5]([CH3:8])=[CH:6][CH:7]=1.[O-:10][Mn](=O)(=O)=O.[K+].OS([O-])=O.[Na+].[ClH:21].[OH-:22].[Na+], predict the reaction product. The product is: [Br:1][C:2]1[CH:7]=[CH:6][C:5]([C:8]([OH:10])=[O:22])=[N:4][C:3]=1[Cl:21]. (6) Given the reactants BrC1C=C(Br)C=CC=1O.[O:10]1[C:14]2[CH:15]=[CH:16][C:17]([N:19]3[CH2:24][CH2:23][N:22]([CH2:25][CH2:26][CH2:27][CH2:28][NH2:29])[CH2:21][CH2:20]3)=[CH:18][C:13]=2[CH2:12][CH2:11]1.C(Br)CBr, predict the reaction product. The product is: [O:10]1[C:14]2[CH:15]=[CH:16][C:17]([N:19]3[CH2:20][CH2:21][N:22]([CH2:25][CH2:26][CH2:27][CH2:28][NH2:29])[CH2:23][CH2:24]3)=[CH:18][C:13]=2[CH2:12][CH2:11]1. (7) Given the reactants [NH2:1][CH2:2][C:3]1[CH:8]=[CH:7][CH:6]=[CH:5][N:4]=1.[Cl:9][C:10]1[CH:15]=[CH:14][N:13]=[C:12]2[CH:16]=[C:17]([C:19]([O-])=[O:20])[S:18][C:11]=12.[Li+], predict the reaction product. The product is: [N:4]1[CH:5]=[CH:6][CH:7]=[CH:8][C:3]=1[CH2:2][NH:1][C:19]([C:17]1[S:18][C:11]2[C:12](=[N:13][CH:14]=[CH:15][C:10]=2[Cl:9])[CH:16]=1)=[O:20].